From a dataset of NCI-60 drug combinations with 297,098 pairs across 59 cell lines. Regression. Given two drug SMILES strings and cell line genomic features, predict the synergy score measuring deviation from expected non-interaction effect. (1) Drug 1: CC(CN1CC(=O)NC(=O)C1)N2CC(=O)NC(=O)C2. Drug 2: CN1C(=O)N2C=NC(=C2N=N1)C(=O)N. Cell line: CAKI-1. Synergy scores: CSS=30.9, Synergy_ZIP=-0.994, Synergy_Bliss=1.02, Synergy_Loewe=-4.64, Synergy_HSA=-0.0281. (2) Drug 1: CCCS(=O)(=O)NC1=C(C(=C(C=C1)F)C(=O)C2=CNC3=C2C=C(C=N3)C4=CC=C(C=C4)Cl)F. Drug 2: CC1C(C(CC(O1)OC2CC(OC(C2O)C)OC3=CC4=CC5=C(C(=O)C(C(C5)C(C(=O)C(C(C)O)O)OC)OC6CC(C(C(O6)C)O)OC7CC(C(C(O7)C)O)OC8CC(C(C(O8)C)O)(C)O)C(=C4C(=C3C)O)O)O)O. Cell line: MCF7. Synergy scores: CSS=7.65, Synergy_ZIP=21.4, Synergy_Bliss=23.9, Synergy_Loewe=22.2, Synergy_HSA=22.6. (3) Drug 1: CC1=C(C(CCC1)(C)C)C=CC(=CC=CC(=CC(=O)O)C)C. Drug 2: C(CN)CNCCSP(=O)(O)O. Cell line: HOP-92. Synergy scores: CSS=1.19, Synergy_ZIP=-0.00210, Synergy_Bliss=0.982, Synergy_Loewe=-0.956, Synergy_HSA=-0.604. (4) Drug 1: CC1OCC2C(O1)C(C(C(O2)OC3C4COC(=O)C4C(C5=CC6=C(C=C35)OCO6)C7=CC(=C(C(=C7)OC)O)OC)O)O. Drug 2: CCC1=C2CN3C(=CC4=C(C3=O)COC(=O)C4(CC)O)C2=NC5=C1C=C(C=C5)O. Cell line: SK-MEL-5. Synergy scores: CSS=31.2, Synergy_ZIP=-6.56, Synergy_Bliss=0.604, Synergy_Loewe=-12.2, Synergy_HSA=1.59. (5) Drug 1: C1CCC(C1)C(CC#N)N2C=C(C=N2)C3=C4C=CNC4=NC=N3. Drug 2: CC12CCC3C(C1CCC2O)C(CC4=C3C=CC(=C4)O)CCCCCCCCCS(=O)CCCC(C(F)(F)F)(F)F. Cell line: SK-MEL-28. Synergy scores: CSS=-3.60, Synergy_ZIP=2.11, Synergy_Bliss=2.50, Synergy_Loewe=-3.20, Synergy_HSA=-1.99. (6) Drug 1: C1=NC(=NC(=O)N1C2C(C(C(O2)CO)O)O)N. Drug 2: CC1=C(N=C(N=C1N)C(CC(=O)N)NCC(C(=O)N)N)C(=O)NC(C(C2=CN=CN2)OC3C(C(C(C(O3)CO)O)O)OC4C(C(C(C(O4)CO)O)OC(=O)N)O)C(=O)NC(C)C(C(C)C(=O)NC(C(C)O)C(=O)NCCC5=NC(=CS5)C6=NC(=CS6)C(=O)NCCC[S+](C)C)O. Cell line: SF-539. Synergy scores: CSS=49.2, Synergy_ZIP=-7.47, Synergy_Bliss=-4.03, Synergy_Loewe=-10.9, Synergy_HSA=-0.0502. (7) Drug 1: C1=CC(=CC=C1C#N)C(C2=CC=C(C=C2)C#N)N3C=NC=N3. Drug 2: C1CN1C2=NC(=NC(=N2)N3CC3)N4CC4. Cell line: PC-3. Synergy scores: CSS=17.5, Synergy_ZIP=0.321, Synergy_Bliss=2.09, Synergy_Loewe=-1.40, Synergy_HSA=0.401.